Dataset: Full USPTO retrosynthesis dataset with 1.9M reactions from patents (1976-2016). Task: Predict the reactants needed to synthesize the given product. (1) Given the product [CH2:12]([N:19]1[CH:2]=[C:1]([C:3]2[CH:4]=[CH:5][C:6]([OH:11])=[C:7]([CH:10]=2)[CH:8]=[O:9])[N:21]=[N:20]1)[C:13]1[CH:18]=[CH:17][CH:16]=[CH:15][CH:14]=1, predict the reactants needed to synthesize it. The reactants are: [C:1]([C:3]1[CH:10]=[C:7]([CH:8]=[O:9])[C:6]([OH:11])=[CH:5][CH:4]=1)#[CH:2].[CH2:12]([N:19]=[N+:20]=[N-:21])[C:13]1[CH:18]=[CH:17][CH:16]=[CH:15][CH:14]=1.CC(O)(C)C.O=C1O[C@H]([C@H](CO)O)C([O-])=C1O.[Na+]. (2) Given the product [ClH:1].[CH3:17][O:16][C:12]1[CH:13]=[C:14]2[C:9]([C:8]([C:19]3[CH:20]=[N:21][CH:22]=[CH:23][CH:24]=3)=[C:7]([CH2:6][N:4]([CH3:5])[CH3:3])[CH2:15]2)=[CH:10][CH:11]=1, predict the reactants needed to synthesize it. The reactants are: [ClH:1].Cl.[CH3:3][N:4]([CH2:6][CH:7]1[CH2:15][C:14]2[C:9](=[CH:10][CH:11]=[C:12]([O:16][CH3:17])[CH:13]=2)[C:8]1([C:19]1[CH:20]=[N:21][CH:22]=[CH:23][CH:24]=1)O)[CH3:5]. (3) Given the product [O:11]=[C:12]1[C:21]2[C:16](=[CH:17][C:18]([C:22]3[CH:23]=[CH:24][CH:25]=[CH:26][C:27]=3[CH3:1])=[CH:19][CH:20]=2)[N:15]=[C:14]([N:28]2[CH:32]=[C:31]([C:33]([OH:35])=[O:34])[CH:30]=[N:29]2)[NH:13]1, predict the reactants needed to synthesize it. The reactants are: [CH2:1](OC(C1C=NNC=1)=O)C.[O:11]=[C:12]1[C:21]2[C:16](=[CH:17][C:18]([C:22]3[CH:27]=[CH:26][CH:25]=[CH:24][CH:23]=3)=[CH:19][CH:20]=2)[N:15]=[C:14]([N:28]2[CH:32]=[C:31]([C:33]([OH:35])=[O:34])[CH:30]=[N:29]2)[NH:13]1.CC1C=CC=CC=1B(O)O.